From a dataset of Forward reaction prediction with 1.9M reactions from USPTO patents (1976-2016). Predict the product of the given reaction. (1) Given the reactants Cl[C:2]1[C:7]([C:8]2[CH:9]=[C:10]([CH:16]=[CH:17][CH:18]=2)[C:11]([N:13]([CH3:15])[CH3:14])=[O:12])=[CH:6][N:5]=[C:4]2[NH:19][CH:20]=[C:21]([C:22]3[CH:27]=[CH:26][CH:25]=[CH:24][C:23]=3[O:28][CH3:29])[C:3]=12.[CH3:30]B1OB(C)OB(C)O1.C(=O)([O-])[O-].[K+].[K+], predict the reaction product. The product is: [CH3:29][O:28][C:23]1[CH:24]=[CH:25][CH:26]=[CH:27][C:22]=1[C:21]1[C:3]2[C:4](=[N:5][CH:6]=[C:7]([C:8]3[CH:9]=[C:10]([CH:16]=[CH:17][CH:18]=3)[C:11]([N:13]([CH3:14])[CH3:15])=[O:12])[C:2]=2[CH3:30])[NH:19][CH:20]=1. (2) Given the reactants [CH2:1]([O:8][CH2:9][N:10]1[C:14]2[CH:15]=[N:16][NH:17][C:18](=[O:19])[C:13]=2[CH:12]=[C:11]1Br)[C:2]1[CH:7]=[CH:6][CH:5]=[CH:4][CH:3]=1.C1(C)C=CC=CC=1.C(N(CC)C(C)C)(C)C.[H][H], predict the reaction product. The product is: [CH2:1]([O:8][CH2:9][N:10]1[C:14]2[CH:15]=[N:16][NH:17][C:18](=[O:19])[C:13]=2[CH:12]=[CH:11]1)[C:2]1[CH:7]=[CH:6][CH:5]=[CH:4][CH:3]=1. (3) Given the reactants Cl.C(N=C=NCCCN(C)C)C.Cl.Cl.[NH2:15][C@@H:16]([CH:34]([CH3:36])[CH3:35])[C:17]([N:19]1[CH2:24][CH2:23][CH:22]([N:25]([C:27]2[CH:32]=[CH:31][C:30]([F:33])=[CH:29][CH:28]=2)[CH3:26])[CH2:21][CH2:20]1)=[O:18].[OH:37][C:38]1[C:39]([C:48](O)=[O:49])=[N:40][C:41]2[C:46]([N:47]=1)=[CH:45][CH:44]=[CH:43][CH:42]=2.O.ON1C2C=CC=CC=2N=N1.CN1CCOCC1, predict the reaction product. The product is: [F:33][C:30]1[CH:29]=[CH:28][C:27]([N:25]([CH3:26])[CH:22]2[CH2:23][CH2:24][N:19]([C:17]([C@@H:16]([NH:15][C:48]([C:39]3[C:38]([OH:37])=[N:47][C:46]4[C:41](=[CH:42][CH:43]=[CH:44][CH:45]=4)[N:40]=3)=[O:49])[CH:34]([CH3:36])[CH3:35])=[O:18])[CH2:20][CH2:21]2)=[CH:32][CH:31]=1. (4) Given the reactants [CH2:1]([O:3][C:4](=[O:19])[CH2:5][C:6]1(O)[C:15]2[C:10](=[CH:11][CH:12]=[C:13]([O:16][CH3:17])[CH:14]=2)[CH2:9][CH2:8][CH2:7]1)[CH3:2].C1(C(C2C=CC=CC=2)=C)C=CC=CC=1.CC1C2C(=CC=CC=2)C=CC=1, predict the reaction product. The product is: [CH2:1]([O:3][C:4](=[O:19])[CH2:5][C:6]1[C:15]2[C:10](=[CH:11][CH:12]=[C:13]([O:16][CH3:17])[CH:14]=2)[CH:9]=[CH:8][CH:7]=1)[CH3:2]. (5) Given the reactants Cl[C:2]1[C:11]2[C:6](=[CH:7][CH:8]=[C:9]([CH3:12])[CH:10]=2)[N:5]=[C:4]([N:13]2[CH2:19][C:18]3[CH:20]=[CH:21][CH:22]=[CH:23][C:17]=3[S:16](=[O:25])(=[O:24])[CH2:15][CH2:14]2)[CH:3]=1.[NH2:26][CH:27]([CH2:30][OH:31])[CH2:28][OH:29], predict the reaction product. The product is: [O:24]=[S:16]1(=[O:25])[C:17]2[CH:23]=[CH:22][CH:21]=[CH:20][C:18]=2[CH2:19][N:13]([C:4]2[CH:3]=[C:2]([NH:26][CH:27]([CH2:30][OH:31])[CH2:28][OH:29])[C:11]3[C:6](=[CH:7][CH:8]=[C:9]([CH3:12])[CH:10]=3)[N:5]=2)[CH2:14][CH2:15]1. (6) Given the reactants [CH2:1]([O:3][C:4](=[O:19])[CH:5]([CH2:9][C:10]([C:12]1[CH:17]=[CH:16][C:15]([Cl:18])=[CH:14][CH:13]=1)=O)[C:6](=O)[CH3:7])[CH3:2].[NH2:20][C:21]1[CH:26]=[CH:25][CH:24]=[CH:23][CH:22]=1, predict the reaction product. The product is: [CH2:1]([O:3][C:4]([C:5]1[CH:9]=[C:10]([C:12]2[CH:17]=[CH:16][C:15]([Cl:18])=[CH:14][CH:13]=2)[N:20]([C:21]2[CH:26]=[CH:25][CH:24]=[CH:23][CH:22]=2)[C:6]=1[CH3:7])=[O:19])[CH3:2]. (7) Given the reactants Cl.[NH2:2][CH2:3][C:4]1[CH:5]=[C:6]2[C:10](=[CH:11][CH:12]=1)[C:9](=[O:13])[N:8]([CH:14]1[CH2:19][CH2:18][C:17](=[O:20])[NH:16][C:15]1=[O:21])[CH2:7]2.[Cl:22][C:23]1[CH:24]=[C:25]([N:29]=[C:30]=[O:31])[CH:26]=[CH:27][CH:28]=1.C(N(CC)CC)C.Cl, predict the reaction product. The product is: [Cl:22][C:23]1[CH:24]=[C:25]([NH:29][C:30]([NH:2][CH2:3][C:4]2[CH:5]=[C:6]3[C:10](=[CH:11][CH:12]=2)[C:9](=[O:13])[N:8]([CH:14]2[CH2:19][CH2:18][C:17](=[O:20])[NH:16][C:15]2=[O:21])[CH2:7]3)=[O:31])[CH:26]=[CH:27][CH:28]=1.